Dataset: Catalyst prediction with 721,799 reactions and 888 catalyst types from USPTO. Task: Predict which catalyst facilitates the given reaction. (1) Reactant: [NH2:1][CH:2]([C:7]1[CH:12]=[CH:11][C:10]([O:13][CH3:14])=[CH:9][CH:8]=1)[C:3]([O:5][CH3:6])=[O:4].S([O-])([O-])(=O)=O.[Mg+2].[Cl:21][C:22]1[CH:29]=[CH:28][C:25]([CH:26]=O)=[CH:24][CH:23]=1. Product: [Cl:21][C:22]1[CH:29]=[CH:28][C:25]([CH:26]=[N:1][CH:2]([C:7]2[CH:8]=[CH:9][C:10]([O:13][CH3:14])=[CH:11][CH:12]=2)[C:3]([O:5][CH3:6])=[O:4])=[CH:24][CH:23]=1. The catalyst class is: 4. (2) Reactant: [CH3:1][O:2][CH2:3][C@H:4]([CH3:31])[O:5][C:6]1[CH:7]=[C:8]([C:23]2[NH:27][C:26]([C:28]([OH:30])=O)=[CH:25][CH:24]=2)[CH:9]=[C:10]([O:12][C:13]2[CH:14]=[N:15][C:16]([S:19]([CH3:22])(=[O:21])=[O:20])=[CH:17][CH:18]=2)[CH:11]=1.[NH2:32][C@H:33]([CH3:37])[C@H:34]([OH:36])[CH3:35].[Cl-].COC1N=C(OC)N=C([N+]2(C)CCOCC2)N=1. Product: [OH:36][C@H:34]([CH3:35])[C@H:33]([NH:32][C:28]([C:26]1[NH:27][C:23]([C:8]2[CH:9]=[C:10]([O:12][C:13]3[CH:14]=[N:15][C:16]([S:19]([CH3:22])(=[O:21])=[O:20])=[CH:17][CH:18]=3)[CH:11]=[C:6]([O:5][C@@H:4]([CH3:31])[CH2:3][O:2][CH3:1])[CH:7]=2)=[CH:24][CH:25]=1)=[O:30])[CH3:37]. The catalyst class is: 5. (3) Reactant: C[O:2][C:3]([C:5]1[S:6][C:7]([S:12]([CH3:15])(=[O:14])=[O:13])=[C:8]([C:10]#[N:11])[CH:9]=1)=[O:4].[Li+].[OH-:17].Cl. Product: [C:10]([C:8]1[CH:9]=[C:5]([C:3]([OH:2])=[O:4])[S:6][C:7]=1[S:12]([CH3:15])(=[O:14])=[O:13])(=[O:17])[NH2:11]. The catalyst class is: 20. (4) Reactant: [Cl:1][C:2]1[CH:3]=[C:4]2[C:8](=[CH:9][CH:10]=1)[NH:7][CH2:6][CH2:5]2.[CH3:11]OC(=O)OC.C(=O)([O-])[O-].[K+].[K+].C(OCC)C. Product: [Cl:1][C:2]1[CH:3]=[C:4]2[C:8](=[CH:9][CH:10]=1)[N:7]([CH3:11])[CH2:6][CH2:5]2. The catalyst class is: 3. (5) Reactant: [Cl:1][C:2]1[CH:7]=[CH:6][CH:5]=[C:4]([Cl:8])[C:3]=1[C:9]1[C:13]([CH2:14][O:15][C:16]2[CH:21]=[CH:20][C:19]([C:22]3[CH:23]=[C:24]4[C:29](=[CH:30][CH:31]=3)[N:28]=[C:27]([C:32]([O:34]C)=[O:33])[CH:26]=[CH:25]4)=[CH:18][CH:17]=2)=[C:12]([C@H:36]([CH3:39])[CH2:37][CH3:38])[O:11][N:10]=1.O1CCCC1.[OH-].[Na+].Cl. Product: [Cl:8][C:4]1[CH:5]=[CH:6][CH:7]=[C:2]([Cl:1])[C:3]=1[C:9]1[C:13]([CH2:14][O:15][C:16]2[CH:21]=[CH:20][C:19]([C:22]3[CH:23]=[C:24]4[C:29](=[CH:30][CH:31]=3)[N:28]=[C:27]([C:32]([OH:34])=[O:33])[CH:26]=[CH:25]4)=[CH:18][CH:17]=2)=[C:12]([C@H:36]([CH3:39])[CH2:37][CH3:38])[O:11][N:10]=1. The catalyst class is: 5. (6) Reactant: [CH2:1]([O:8][C:9]1[CH:10]=[C:11]([CH:21]=[C:22]([O:24][C:25]2([CH2:29][OH:30])[CH2:28][CH2:27][CH2:26]2)[CH:23]=1)[C:12]([NH:14][C:15]1[CH:19]=[CH:18][N:17]([CH3:20])[N:16]=1)=[O:13])[C:2]1[CH:7]=[CH:6][CH:5]=[CH:4][CH:3]=1.CN(C=O)C.N1C=CN=C1.[C:41]([Si:45](Cl)([CH3:47])[CH3:46])([CH3:44])([CH3:43])[CH3:42]. Product: [CH2:1]([O:8][C:9]1[CH:10]=[C:11]([CH:21]=[C:22]([O:24][C:25]2([CH2:29][O:30][Si:45]([C:41]([CH3:44])([CH3:43])[CH3:42])([CH3:47])[CH3:46])[CH2:28][CH2:27][CH2:26]2)[CH:23]=1)[C:12]([NH:14][C:15]1[CH:19]=[CH:18][N:17]([CH3:20])[N:16]=1)=[O:13])[C:2]1[CH:7]=[CH:6][CH:5]=[CH:4][CH:3]=1. The catalyst class is: 13. (7) Reactant: C([O:8][C:9]1[CH:17]=[CH:16][CH:15]=[C:14]2[C:10]=1[C:11]([CH2:18][CH:19]([NH:24][S:25]([C:28]1[C:33]([CH3:34])=[CH:32][C:31]([CH3:35])=[CH:30][C:29]=1[CH3:36])(=[O:27])=[O:26])[C:20]([F:23])([F:22])[F:21])=[CH:12][NH:13]2)C1C=CC=CC=1.C([O-])=O.[NH4+]. Product: [CH3:34][C:33]1[CH:32]=[C:31]([CH3:35])[CH:30]=[C:29]([CH3:36])[C:28]=1[S:25]([NH:24][CH:19]([CH2:18][C:11]1[C:10]2[C:14](=[CH:15][CH:16]=[CH:17][C:9]=2[OH:8])[NH:13][CH:12]=1)[C:20]([F:23])([F:21])[F:22])(=[O:27])=[O:26]. The catalyst class is: 19.